From a dataset of TCR-epitope binding with 47,182 pairs between 192 epitopes and 23,139 TCRs. Binary Classification. Given a T-cell receptor sequence (or CDR3 region) and an epitope sequence, predict whether binding occurs between them. (1) The epitope is LLLGIGILV. The TCR CDR3 sequence is RASSLLGPNEQFF. Result: 0 (the TCR does not bind to the epitope). (2) The epitope is LLQTGIHVRVSQPSL. The TCR CDR3 sequence is CASSLRYRGRWSNEQFF. Result: 1 (the TCR binds to the epitope). (3) The epitope is VVYRGTTTY. The TCR CDR3 sequence is CASSGRGSGRKNNEQFF. Result: 0 (the TCR does not bind to the epitope). (4) The epitope is ISDYDYYRY. The TCR CDR3 sequence is CASSPSAGGNEAFF. Result: 1 (the TCR binds to the epitope). (5) The epitope is LLWNGPMAV. The TCR CDR3 sequence is CASSLAQTGVEQYF. Result: 1 (the TCR binds to the epitope). (6) The epitope is SEETGTLIV. The TCR CDR3 sequence is CASSLATGAETQYF. Result: 0 (the TCR does not bind to the epitope). (7) The epitope is RLRAEAQVK. The TCR CDR3 sequence is CASSASPGTFVYEQYF. Result: 0 (the TCR does not bind to the epitope). (8) The epitope is ITEEVGHTDLMAAY. The TCR CDR3 sequence is CASSSGPKTPQHF. Result: 0 (the TCR does not bind to the epitope). (9) The epitope is LLFNKVTLA. The TCR CDR3 sequence is CASSLTGPTEAFF. Result: 0 (the TCR does not bind to the epitope). (10) The epitope is ISDYDYYRY. The TCR CDR3 sequence is CASSLSFGGMGTDTQYF. Result: 1 (the TCR binds to the epitope).